From a dataset of Full USPTO retrosynthesis dataset with 1.9M reactions from patents (1976-2016). Predict the reactants needed to synthesize the given product. Given the product [F:1][C:2]1[CH:3]=[CH:4][C:5]([CH2:6][N:7]([CH2:8][CH:9]([CH3:11])[CH3:10])[S:27]([N:22]2[CH:26]=[CH:25][N:24]=[CH:23]2)(=[O:29])=[O:28])=[CH:12][CH:13]=1, predict the reactants needed to synthesize it. The reactants are: [F:1][C:2]1[CH:13]=[CH:12][C:5]([CH2:6][NH:7][CH2:8][CH:9]([CH3:11])[CH3:10])=[CH:4][CH:3]=1.[O-]S(C(F)(F)F)(=O)=O.[N:22]1([S:27](N2C=C[N+](C)=C2)(=[O:29])=[O:28])[CH:26]=[CH:25][N:24]=[CH:23]1.